This data is from Microsomal clearance measurements from AstraZeneca. The task is: Regression/Classification. Given a drug SMILES string, predict its absorption, distribution, metabolism, or excretion properties. Task type varies by dataset: regression for continuous measurements (e.g., permeability, clearance, half-life) or binary classification for categorical outcomes (e.g., BBB penetration, CYP inhibition). For this dataset (clearance_microsome_az), we predict log10(clearance) (log10 of the in vitro intrinsic clearance, CLint, in uL/min per mg of human liver microsomal protein, equivalently mL/min/g; values are censored to the assay range of 3 to 150, which is 0.477 to 2.18 on this log10 scale). (1) The molecule is Cc1ccccc1C[C@@H](C(=O)O)N1CCC(CN2CCC(Oc3ccc(Cl)c(Cl)c3)CC2)CC1. The log10(clearance) is 0.480. (2) The compound is OC(c1ccc(-c2ccc(CN3CCN(Cc4ccncc4)CC3)cc2)c(F)c1)(C(F)(F)F)C(F)(F)F. The log10(clearance) is 1.69. (3) The compound is Cc1cc(N(C)S(C)(=O)=O)ccc1-c1cc(C(F)(F)F)ccc1OCC(=O)O. The log10(clearance) is 0.480. (4) The molecule is COc1ccc(CC(=O)NC(N/C(=N/C#N)Nc2ccccc2C)C(C)(C)C)cc1OC. The log10(clearance) is 2.18.